From a dataset of Peptide-MHC class I binding affinity with 185,985 pairs from IEDB/IMGT. Regression. Given a peptide amino acid sequence and an MHC pseudo amino acid sequence, predict their binding affinity value. This is MHC class I binding data. (1) The peptide sequence is VETPIRNEW. The MHC is HLA-B45:01 with pseudo-sequence HLA-B45:01. The binding affinity (normalized) is 0.0272. (2) The peptide sequence is YLDMVLAFL. The MHC is HLA-A02:11 with pseudo-sequence HLA-A02:11. The binding affinity (normalized) is 1.00. (3) The peptide sequence is NTVGMSIVCI. The MHC is HLA-A02:06 with pseudo-sequence HLA-A02:06. The binding affinity (normalized) is 0.344. (4) The peptide sequence is MRDLRQHEV. The MHC is HLA-A02:01 with pseudo-sequence HLA-A02:01. The binding affinity (normalized) is 0.0847. (5) The peptide sequence is VTLADAGFMK. The binding affinity (normalized) is 0.547. The MHC is HLA-A68:01 with pseudo-sequence HLA-A68:01. (6) The peptide sequence is VPAWLPLGI. The MHC is HLA-B35:01 with pseudo-sequence HLA-B35:01. The binding affinity (normalized) is 0.343. (7) The peptide sequence is NHDNVELSL. The MHC is HLA-B38:01 with pseudo-sequence HLA-B38:01. The binding affinity (normalized) is 0.835. (8) The peptide sequence is DLNQAVNNL. The MHC is HLA-A02:03 with pseudo-sequence HLA-A02:03. The binding affinity (normalized) is 0.300. (9) The peptide sequence is EFDNYRGTI. The MHC is HLA-A02:01 with pseudo-sequence HLA-A02:01. The binding affinity (normalized) is 0.0847. (10) The peptide sequence is AENLWVTVYY. The MHC is HLA-B44:03 with pseudo-sequence HLA-B44:03. The binding affinity (normalized) is 0.744.